This data is from Full USPTO retrosynthesis dataset with 1.9M reactions from patents (1976-2016). The task is: Predict the reactants needed to synthesize the given product. (1) Given the product [Br:1][CH2:16][C:12]1[C:13]([CH3:15])=[N:14][N:10]([CH3:9])[N+:11]=1[O-:17], predict the reactants needed to synthesize it. The reactants are: [Br:1]N1C(=O)CCC1=O.[CH3:9][N:10]1[N:14]=[C:13]([CH3:15])[C:12]([CH3:16])=[N+:11]1[O-:17]. (2) Given the product [Br:1][C:2]1[C:3]([Cl:11])=[N:4][CH:5]=[C:6]([CH:10]=1)[C:7]([O:9][CH2:17][CH3:18])=[O:8], predict the reactants needed to synthesize it. The reactants are: [Br:1][C:2]1[C:3]([Cl:11])=[N:4][CH:5]=[C:6]([CH:10]=1)[C:7]([OH:9])=[O:8].S(=O)(=O)(O)O.[CH2:17](O)[CH3:18]. (3) Given the product [C:6]1([C:4]2[C:3]3[C:2](=[CH:15][CH:14]=[CH:13][CH:12]=3)[N:1]=[C:16]([C:19]3[CH:24]=[C:23]([C:25]4[CH:26]=[C:4]([C:6]5[CH:11]=[CH:10][CH:9]=[CH:8][CH:7]=5)[C:3]5[C:2](=[CH:15][CH:14]=[CH:13][CH:12]=5)[N:1]=4)[CH:22]=[C:21]([C:28]4[CH:29]=[C:4]([C:41]5[CH:42]=[CH:43][CH:44]=[CH:45][CH:46]=5)[C:3]5[C:2](=[CH:15][CH:14]=[CH:13][CH:12]=5)[N:1]=4)[CH:20]=3)[CH:17]=2)[CH:11]=[CH:10][CH:9]=[CH:8][CH:7]=1, predict the reactants needed to synthesize it. The reactants are: [NH2:1][C:2]1[CH:15]=[CH:14][CH:13]=[CH:12][C:3]=1[C:4]([C:6]1[CH:11]=[CH:10][CH:9]=[CH:8][CH:7]=1)=O.[C:16]([C:19]1[CH:24]=[C:23]([C:25](=O)[CH3:26])[CH:22]=[C:21]([C:28](=O)[CH3:29])[CH:20]=1)(=O)[CH3:17].P([O-])(O[C:41]1[CH:46]=[CH:45][CH:44]=[CH:43][CH:42]=1)(O[C:41]1[CH:46]=[CH:45][CH:44]=[CH:43][CH:42]=1)=O. (4) Given the product [CH2:21]([N:28]1[CH2:29][CH2:10][CH:9]([C:7]2[CH:6]=[CH:5][C:4]([N+:11]([O-:13])=[O:12])=[C:3]([O:2][CH3:1])[CH:8]=2)[CH2:34]1)[C:22]1[CH:23]=[CH:24][CH:25]=[CH:26][CH:27]=1, predict the reactants needed to synthesize it. The reactants are: [CH3:1][O:2][C:3]1[CH:8]=[C:7]([CH:9]=[CH2:10])[CH:6]=[CH:5][C:4]=1[N+:11]([O-:13])=[O:12].FC(F)(F)C(O)=O.[CH2:21]([N:28]([CH2:34]OC)[CH2:29][Si](C)(C)C)[C:22]1[CH:27]=[CH:26][CH:25]=[CH:24][CH:23]=1. (5) Given the product [C:6]([N:8]([C:16]([O:18][C:19]([CH3:22])([CH3:21])[CH3:20])=[O:17])[C:9]1[CH:14]=[N:13][CH:12]=[C:11]([B:31]2[O:32][C:33]([CH3:35])([CH3:34])[C:29]([CH3:45])([CH3:28])[O:30]2)[N:10]=1)([O:5][C:1]([CH3:4])([CH3:3])[CH3:2])=[O:7], predict the reactants needed to synthesize it. The reactants are: [C:1]([O:5][C:6]([N:8]([C:16]([O:18][C:19]([CH3:22])([CH3:21])[CH3:20])=[O:17])[C:9]1[CH:14]=[N:13][CH:12]=[C:11](Br)[N:10]=1)=[O:7])([CH3:4])([CH3:3])[CH3:2].CC([O-])=O.[K+].[CH3:28][C:29]1([CH3:45])[C:33]([CH3:35])([CH3:34])[O:32][B:31]([B:31]2[O:32][C:33]([CH3:35])([CH3:34])[C:29]([CH3:45])([CH3:28])[O:30]2)[O:30]1.CC(C1C=C(C(C)C)C(C2C=CC=CC=2P(C2CCCCC2)C2CCCCC2)=C(C(C)C)C=1)C. (6) Given the product [OH:39][CH:35]1[CH2:36][CH2:37][CH2:38][CH:33]([NH:32][C:21]([C:20]2[C:14]3[C:15](=[N:16][CH:17]=[C:12]([C:6]4[C:5]5[C:9](=[CH:10][C:2]([Cl:1])=[CH:3][CH:4]=5)[N:8]([CH3:11])[N:7]=4)[N:13]=3)[N:18]([CH2:24][O:25][CH2:26][CH2:27][Si:28]([CH3:30])([CH3:29])[CH3:31])[CH:19]=2)=[O:23])[CH2:34]1, predict the reactants needed to synthesize it. The reactants are: [Cl:1][C:2]1[CH:10]=[C:9]2[C:5]([C:6]([C:12]3[N:13]=[C:14]4[C:20]([C:21]([OH:23])=O)=[CH:19][N:18]([CH2:24][O:25][CH2:26][CH2:27][Si:28]([CH3:31])([CH3:30])[CH3:29])[C:15]4=[N:16][CH:17]=3)=[N:7][N:8]2[CH3:11])=[CH:4][CH:3]=1.[NH2:32][CH:33]1[CH2:38][CH2:37][CH2:36][CH:35]([OH:39])[CH2:34]1.CN(C(ON1N=NC2C=CC=CC1=2)=[N+](C)C)C.F[P-](F)(F)(F)(F)F.C1C=CC2N(O)N=NC=2C=1.C(N(CC)C(C)C)(C)C.